Dataset: Forward reaction prediction with 1.9M reactions from USPTO patents (1976-2016). Task: Predict the product of the given reaction. Given the reactants Br[C:2]1[CH:3]=[C:4]2[CH:19]3[CH2:20][N:21]([C:24]([O:26][CH2:27][CH3:28])=[O:25])[CH2:22][CH2:23][CH:18]3[N:6]3[CH2:7][CH:8]([CH3:17])[N:9]([C:12]([O:14][CH2:15][CH3:16])=[O:13])[C:10]([CH:11]=1)=[C:5]23.[Cl:29][C:30]1[CH:35]=[C:34]([Cl:36])[CH:33]=[CH:32][C:31]=1B(O)O.C([O-])([O-])=O.[Na+].[Na+], predict the reaction product. The product is: [Cl:29][C:30]1[CH:35]=[C:34]([Cl:36])[CH:33]=[CH:32][C:31]=1[C:2]1[CH:3]=[C:4]2[CH:19]3[CH2:20][N:21]([C:24]([O:26][CH2:27][CH3:28])=[O:25])[CH2:22][CH2:23][CH:18]3[N:6]3[CH2:7][CH:8]([CH3:17])[N:9]([C:12]([O:14][CH2:15][CH3:16])=[O:13])[C:10]([CH:11]=1)=[C:5]23.